From a dataset of Full USPTO retrosynthesis dataset with 1.9M reactions from patents (1976-2016). Predict the reactants needed to synthesize the given product. (1) Given the product [Cl:13][C:6]1[S:7][C:8]([C:9]([O:11][CH3:12])=[O:10])=[C:4]([C:1](=[O:3])[CH2:2][Cl:14])[N:5]=1, predict the reactants needed to synthesize it. The reactants are: [C:1]([C:4]1[N:5]=[C:6]([Cl:13])[S:7][C:8]=1[C:9]([O:11][CH3:12])=[O:10])(=[O:3])[CH3:2].[Cl:14]CCCl. (2) The reactants are: [NH2:1][C:2]1[CH:3]=[C:4]2[C:9](=[CH:10][CH:11]=1)[CH2:8][N:7]([C:12]([O:14][C:15]([CH3:18])([CH3:17])[CH3:16])=[O:13])[CH2:6][CH2:5]2.[Br:19]N1C(=O)CCC1=O. Given the product [NH2:1][C:2]1[C:3]([Br:19])=[C:4]2[C:9](=[CH:10][CH:11]=1)[CH2:8][N:7]([C:12]([O:14][C:15]([CH3:18])([CH3:17])[CH3:16])=[O:13])[CH2:6][CH2:5]2, predict the reactants needed to synthesize it. (3) Given the product [NH2:1][C:2]1[C:3]([C:9]([NH2:13])=[O:11])=[N:4][C:5]([F:8])=[CH:6][N:7]=1, predict the reactants needed to synthesize it. The reactants are: [NH2:1][C:2]1[C:3]([C:9]([O:11]C)=O)=[N:4][C:5]([F:8])=[CH:6][N:7]=1.[NH3:13]. (4) Given the product [C:14]([N:24]1[CH2:27][CH:26]([C:28]2[CH:33]=[CH:32][C:31]([N:34]3[CH2:38][C@H:37]([CH2:39][O:40][S:10]([C:6]4[CH:7]=[CH:8][CH:9]=[C:4]([N+:1]([O-:3])=[O:2])[CH:5]=4)(=[O:11])=[O:12])[O:36][C:35]3=[O:41])=[CH:30][C:29]=2[F:42])[CH2:25]1)([O:16][CH2:17][C:18]1[CH:23]=[CH:22][CH:21]=[CH:20][CH:19]=1)=[O:15], predict the reactants needed to synthesize it. The reactants are: [N+:1]([C:4]1[CH:5]=[C:6]([S:10](Cl)(=[O:12])=[O:11])[CH:7]=[CH:8][CH:9]=1)([O-:3])=[O:2].[C:14]([N:24]1[CH2:27][CH:26]([C:28]2[CH:33]=[CH:32][C:31]([N:34]3[CH2:38][C@H:37]([CH2:39][OH:40])[O:36][C:35]3=[O:41])=[CH:30][C:29]=2[F:42])[CH2:25]1)([O:16][CH2:17][C:18]1[CH:23]=[CH:22][CH:21]=[CH:20][CH:19]=1)=[O:15].C(N(CC)CC)C.O.